This data is from Full USPTO retrosynthesis dataset with 1.9M reactions from patents (1976-2016). The task is: Predict the reactants needed to synthesize the given product. (1) Given the product [F:26][C:27]1[CH:32]=[CH:31][C:30]([N+:36]([O-:38])=[O:37])=[C:29]([C:2]2[N:3]=[C:4]([C@@H:15]([NH:19][S:20]([C:22]([CH3:25])([CH3:24])[CH3:23])=[O:21])[CH2:16][CH:17]=[CH2:18])[N:5]([CH2:7][O:8][CH2:9][CH2:10][Si:11]([CH3:14])([CH3:13])[CH3:12])[CH:6]=2)[CH:28]=1, predict the reactants needed to synthesize it. The reactants are: Br[C:2]1[N:3]=[C:4]([C@@H:15]([NH:19][S:20]([C:22]([CH3:25])([CH3:24])[CH3:23])=[O:21])[CH2:16][CH:17]=[CH2:18])[N:5]([CH2:7][O:8][CH2:9][CH2:10][Si:11]([CH3:14])([CH3:13])[CH3:12])[CH:6]=1.[F:26][C:27]1[CH:28]=[CH:29][C:30]([N+:36]([O-:38])=[O:37])=[C:31](B(O)O)[CH:32]=1.C(=O)([O-])[O-].[K+].[K+]. (2) Given the product [CH:30]1([C:26]2[NH:25][C:24]3[C:23](=[O:36])[N:22]([CH2:37][CH2:38][CH3:39])[C:21]([NH:1][CH:2]([CH2:6][C:7]4[CH:12]=[CH:11][CH:10]=[C:9]([F:13])[CH:8]=4)[C:3]([OH:5])=[O:4])=[N:29][C:28]=3[N:27]=2)[CH2:31][CH2:32][CH2:33][CH2:34][CH2:35]1, predict the reactants needed to synthesize it. The reactants are: [NH2:1][CH:2]([CH2:6][C:7]1[CH:12]=[CH:11][CH:10]=[C:9]([F:13])[CH:8]=1)[C:3]([OH:5])=[O:4].C([O-])([O-])=O.[K+].[K+].Cl[C:21]1[N:22]([CH2:37][CH2:38][CH3:39])[C:23](=[O:36])[C:24]2[NH:25][C:26]([CH:30]3[CH2:35][CH2:34][CH2:33][CH2:32][CH2:31]3)=[N:27][C:28]=2[N:29]=1.[Cl-].[NH4+]. (3) Given the product [NH2:55][C:19]1[C:18]2[N:17]=[C:16]([CH2:28][CH2:29][CH3:30])[N:15]([CH2:14][CH2:13][CH2:12][CH2:11][CH2:10][CH2:9][CH2:8][CH2:7][CH2:6][CH2:5][CH2:4][C:3]([NH:2][CH3:1])=[O:31])[C:27]=2[C:26]2[CH:25]=[CH:24][CH:23]=[CH:22][C:21]=2[N:20]=1, predict the reactants needed to synthesize it. The reactants are: [CH3:1][NH:2][C:3](=[O:31])[CH2:4][CH2:5][CH2:6][CH2:7][CH2:8][CH2:9][CH2:10][CH2:11][CH2:12][CH2:13][CH2:14][N:15]1[C:27]2[C:26]3[CH:25]=[CH:24][CH:23]=[CH:22][C:21]=3[N:20]=[CH:19][C:18]=2[N:17]=[C:16]1[CH2:28][CH2:29][CH3:30].C1C=C(Cl)C=C(C(OO)=O)C=1.C1(C)C=CC(S(Cl)(=O)=O)=CC=1.[OH-].[NH4+:55]. (4) Given the product [F:1][C:2]1[CH:3]=[C:4]2[C:9](=[CH:10][C:11]=1[F:12])[N:8]([CH2:21][C:20]1[CH:23]=[CH:24][CH:25]=[C:18]([C:17]([F:16])([F:26])[F:27])[CH:19]=1)[CH:7]=[C:6]([C:13]#[N:14])[C:5]2=[O:15], predict the reactants needed to synthesize it. The reactants are: [F:1][C:2]1[CH:3]=[C:4]2[C:9](=[CH:10][C:11]=1[F:12])[NH:8][CH:7]=[C:6]([C:13]#[N:14])[C:5]2=[O:15].[F:16][C:17]([F:27])([F:26])[C:18]1[CH:19]=[C:20]([CH:23]=[CH:24][CH:25]=1)[CH2:21]Cl. (5) The reactants are: [CH:1]1([NH:4][C:5]([C:7]2([CH3:21])[CH2:16][CH2:15][C:14]3[C:9](=[C:10]([CH3:20])[C:11]([CH3:19])=[C:12]([OH:18])[C:13]=3[CH3:17])[O:8]2)=[O:6])[CH2:3][CH2:2]1.[O:22]=[N+]([O-])[O-].[O-][N+](=O)[O-].[O-][N+](=O)[O-].[O-][N+](=O)[O-].[O-][N+](=O)[O-].[O-][N+](=O)[O-].[Ce+4].[NH4+].[NH4+]. Given the product [CH:1]1([NH:4][C:5](=[O:6])[C:7]([OH:22])([CH3:21])[CH2:16][CH2:15][C:14]2[C:9](=[O:8])[C:10]([CH3:20])=[C:11]([CH3:19])[C:12](=[O:18])[C:13]=2[CH3:17])[CH2:3][CH2:2]1, predict the reactants needed to synthesize it. (6) Given the product [CH3:28][N:29]1[C:38]2[C:33](=[CH:34][C:35]([C:45]([F:47])([F:46])[F:48])=[C:36]([C:39]3[CH:40]=[N:41][N:42]([CH3:44])[CH:43]=3)[CH:37]=2)[N:32]([C:2]2[C:6]3[CH2:7][N:8]([C:11]([O:13][C:14]([CH3:17])([CH3:16])[CH3:15])=[O:12])[CH2:9][CH2:10][C:5]=3[N:4]([CH:18]3[CH2:23][CH2:22][N:21]([CH:24]4[CH2:27][O:26][CH2:25]4)[CH2:20][CH2:19]3)[N:3]=2)[CH2:31][CH2:30]1, predict the reactants needed to synthesize it. The reactants are: Br[C:2]1[C:6]2[CH2:7][N:8]([C:11]([O:13][C:14]([CH3:17])([CH3:16])[CH3:15])=[O:12])[CH2:9][CH2:10][C:5]=2[N:4]([CH:18]2[CH2:23][CH2:22][N:21]([CH:24]3[CH2:27][O:26][CH2:25]3)[CH2:20][CH2:19]2)[N:3]=1.[CH3:28][N:29]1[C:38]2[C:33](=[CH:34][C:35]([C:45]([F:48])([F:47])[F:46])=[C:36]([C:39]3[CH:40]=[N:41][N:42]([CH3:44])[CH:43]=3)[CH:37]=2)[NH:32][CH2:31][CH2:30]1.C(O[Na])(C)(C)C.C1(P(C2CCCCC2)C2C=CC=CC=2C2C(OC(C)C)=CC=CC=2OC(C)C)CCCCC1.